Dataset: NCI-60 drug combinations with 297,098 pairs across 59 cell lines. Task: Regression. Given two drug SMILES strings and cell line genomic features, predict the synergy score measuring deviation from expected non-interaction effect. (1) Drug 1: CC(CN1CC(=O)NC(=O)C1)N2CC(=O)NC(=O)C2. Drug 2: C1CNP(=O)(OC1)N(CCCl)CCCl. Cell line: RXF 393. Synergy scores: CSS=15.1, Synergy_ZIP=-0.548, Synergy_Bliss=4.34, Synergy_Loewe=-5.86, Synergy_HSA=1.21. (2) Drug 1: CN1CCC(CC1)COC2=C(C=C3C(=C2)N=CN=C3NC4=C(C=C(C=C4)Br)F)OC. Drug 2: CC1=CC=C(C=C1)C2=CC(=NN2C3=CC=C(C=C3)S(=O)(=O)N)C(F)(F)F. Cell line: SK-MEL-5. Synergy scores: CSS=-1.07, Synergy_ZIP=3.43, Synergy_Bliss=5.51, Synergy_Loewe=-0.368, Synergy_HSA=0.302. (3) Drug 1: CC12CCC3C(C1CCC2=O)CC(=C)C4=CC(=O)C=CC34C. Drug 2: C1=NC(=NC(=O)N1C2C(C(C(O2)CO)O)O)N. Cell line: HCT-15. Synergy scores: CSS=24.5, Synergy_ZIP=3.42, Synergy_Bliss=5.89, Synergy_Loewe=2.31, Synergy_HSA=4.36. (4) Drug 1: CN1C2=C(C=C(C=C2)N(CCCl)CCCl)N=C1CCCC(=O)O.Cl. Drug 2: CC1C(C(CC(O1)OC2CC(CC3=C2C(=C4C(=C3O)C(=O)C5=C(C4=O)C(=CC=C5)OC)O)(C(=O)CO)O)N)O.Cl. Cell line: SNB-75. Synergy scores: CSS=34.9, Synergy_ZIP=-0.791, Synergy_Bliss=3.47, Synergy_Loewe=-31.0, Synergy_HSA=2.14.